From a dataset of Forward reaction prediction with 1.9M reactions from USPTO patents (1976-2016). Predict the product of the given reaction. (1) Given the reactants Br[C:2]1[CH:7]=[CH:6][CH:5]=[CH:4][C:3]=1[CH2:8][N:9]1[CH2:14][CH2:13][N:12]([C:15]2[C:20]([C:21]([O:23][CH:24]([CH3:26])[CH3:25])=[O:22])=[CH:19][CH:18]=[CH:17][N:16]=2)[CH2:11][CH2:10]1.[Cl:27][C:28]1[CH:33]=[CH:32][CH:31]=[CH:30][C:29]=1[NH2:34].CC(C1C=C(C(C)C)C(C2C=CC=CC=2P(C2CCCCC2)C2CCCCC2)=C(C(C)C)C=1)C.P([O-])([O-])([O-])=O.[K+].[K+].[K+], predict the reaction product. The product is: [Cl:27][C:28]1[CH:33]=[CH:32][CH:31]=[CH:30][C:29]=1[NH:34][C:2]1[CH:7]=[CH:6][CH:5]=[CH:4][C:3]=1[CH2:8][N:9]1[CH2:14][CH2:13][N:12]([C:15]2[C:20]([C:21]([O:23][CH:24]([CH3:26])[CH3:25])=[O:22])=[CH:19][CH:18]=[CH:17][N:16]=2)[CH2:11][CH2:10]1. (2) Given the reactants Cl.[C:2]1([C:8]2[CH2:9][CH2:10][NH:11][CH2:12][CH:13]=2)[CH:7]=[CH:6][CH:5]=[CH:4][CH:3]=1.CCN(CC)CC.C(P(CCCC)CCCC)CCC.[N+:34]([C:37]1[CH:45]=[CH:44][C:40]([CH2:41][CH2:42]O)=[CH:39][CH:38]=1)([O-:36])=[O:35].CCOC(/N=N/C(OCC)=O)=O.[NH4+].[Cl-], predict the reaction product. The product is: [N+:34]([C:37]1[CH:45]=[CH:44][C:40]([CH2:41][CH2:42][N:11]2[CH2:10][CH:9]=[C:8]([C:2]3[CH:7]=[CH:6][CH:5]=[CH:4][CH:3]=3)[CH2:13][CH2:12]2)=[CH:39][CH:38]=1)([O-:36])=[O:35]. (3) Given the reactants [CH:1]12[O:7][CH:6]1[CH2:5][CH2:4][N:3]([C:8]([O:10][CH2:11][C:12]1[CH:17]=[CH:16][CH:15]=[CH:14][CH:13]=1)=[O:9])[CH2:2]2.[N-:18]=[N+:19]=[N-:20].[Na+].[Cl-].[NH4+], predict the reaction product. The product is: [N:18]([CH:1]1[CH:6]([OH:7])[CH2:5][CH2:4][N:3]([C:8]([O:10][CH2:11][C:12]2[CH:17]=[CH:16][CH:15]=[CH:14][CH:13]=2)=[O:9])[CH2:2]1)=[N+:19]=[N-:20].[N:18]([CH:6]1[CH2:5][CH2:4][N:3]([C:8]([O:10][CH2:11][C:12]2[CH:17]=[CH:16][CH:15]=[CH:14][CH:13]=2)=[O:9])[CH2:2][CH:1]1[OH:7])=[N+:19]=[N-:20]. (4) Given the reactants [ClH:1].[OH:2][C:3]([C:35]1[CH:40]=[CH:39][CH:38]=[CH:37][CH:36]=1)([C:29]1[CH:34]=[CH:33][CH:32]=[CH:31][CH:30]=1)[CH:4]1[CH2:9][CH2:8][N:7]([CH2:10][CH2:11][CH2:12][C:13]([C:15]2[CH:20]=[CH:19][C:18]([C:21]([CH3:28])([CH3:27])[C:22]([O:24]CC)=[O:23])=[CH:17][CH:16]=2)=[O:14])[CH2:6][CH2:5]1.[OH-].[Na+].[BH4-].[Na+].Cl, predict the reaction product. The product is: [OH2:2].[ClH:1].[OH:2][C:3]([C:35]1[CH:36]=[CH:37][CH:38]=[CH:39][CH:40]=1)([C:29]1[CH:30]=[CH:31][CH:32]=[CH:33][CH:34]=1)[CH:4]1[CH2:9][CH2:8][N:7]([CH2:10][CH2:11][CH2:12][CH:13]([C:15]2[CH:20]=[CH:19][C:18]([C:21]([CH3:28])([CH3:27])[C:22]([OH:24])=[O:23])=[CH:17][CH:16]=2)[OH:14])[CH2:6][CH2:5]1. (5) Given the reactants Cl[C:2]1[N:3]=[N:4][C:5]([Cl:12])=[CH:6][C:7]=1[O:8][CH2:9][CH2:10][OH:11].[H-].[Li+], predict the reaction product. The product is: [Cl:12][C:5]1[N:4]=[N:3][C:2]2[O:11][CH2:10][CH2:9][O:8][C:7]=2[CH:6]=1. (6) Given the reactants [H-].[Na+].[C:3]([O:11][CH2:12][CH3:13])(=[O:10])[CH2:4][C:5]([O:7][CH2:8][CH3:9])=[O:6].Br[CH2:15][C:16]1[CH:21]=[CH:20][C:19]([C:22]2[C:23]([C:28]#[N:29])=[CH:24][CH:25]=[CH:26][CH:27]=2)=[CH:18][CH:17]=1, predict the reaction product. The product is: [C:28]([C:23]1[CH:24]=[CH:25][CH:26]=[CH:27][C:22]=1[C:19]1[CH:18]=[CH:17][C:16]([CH2:15][CH:4]([C:5]([O:7][CH2:8][CH3:9])=[O:6])[C:3]([O:11][CH2:12][CH3:13])=[O:10])=[CH:21][CH:20]=1)#[N:29]. (7) Given the reactants [NH:1]1[C:9]2[C:4](=[CH:5][CH:6]=[CH:7][CH:8]=2)[CH:3]=[C:2]1[C:10]([O:12]CC)=[O:11].[OH-].[Li+], predict the reaction product. The product is: [NH:1]1[C:9]2[C:4](=[CH:5][CH:6]=[CH:7][CH:8]=2)[CH:3]=[C:2]1[C:10]([OH:12])=[O:11].